From a dataset of Peptide-MHC class I binding affinity with 185,985 pairs from IEDB/IMGT. Regression. Given a peptide amino acid sequence and an MHC pseudo amino acid sequence, predict their binding affinity value. This is MHC class I binding data. (1) The binding affinity (normalized) is 0.808. The peptide sequence is RAVHADMGY. The MHC is HLA-B58:01 with pseudo-sequence HLA-B58:01. (2) The MHC is HLA-A02:03 with pseudo-sequence HLA-A02:03. The binding affinity (normalized) is 0.380. The peptide sequence is VIIMAINVFT. (3) The peptide sequence is SDYLELDTI. The MHC is HLA-A01:01 with pseudo-sequence HLA-A01:01. The binding affinity (normalized) is 0. (4) The peptide sequence is ILDLWVYHT. The MHC is HLA-B57:01 with pseudo-sequence HLA-B57:01. The binding affinity (normalized) is 0.117.